From a dataset of Peptide-MHC class I binding affinity with 185,985 pairs from IEDB/IMGT. Regression. Given a peptide amino acid sequence and an MHC pseudo amino acid sequence, predict their binding affinity value. This is MHC class I binding data. (1) The MHC is HLA-A68:02 with pseudo-sequence HLA-A68:02. The binding affinity (normalized) is 0.483. The peptide sequence is MIHKTYIDV. (2) The peptide sequence is SSDDFALIV. The MHC is HLA-B18:01 with pseudo-sequence HLA-B18:01. The binding affinity (normalized) is 0.0847. (3) The peptide sequence is YGIPFPGSL. The MHC is HLA-B44:02 with pseudo-sequence HLA-B44:02. The binding affinity (normalized) is 0.0847. (4) The binding affinity (normalized) is 0.260. The MHC is HLA-A11:01 with pseudo-sequence HLA-A11:01. The peptide sequence is SILSPFLPLL.